Dataset: Catalyst prediction with 721,799 reactions and 888 catalyst types from USPTO. Task: Predict which catalyst facilitates the given reaction. (1) Reactant: [Cl:1][C:2]1[CH:3]=[C:4]([CH:8]=[C:9]([C:11]([CH3:13])=[CH2:12])[N:10]=1)[C:5]([OH:7])=[O:6].[N+](=[CH:16][Si](C)(C)C)=[N-]. Product: [Cl:1][C:2]1[CH:3]=[C:4]([CH:8]=[C:9]([C:11]([CH3:13])=[CH2:12])[N:10]=1)[C:5]([O:7][CH3:16])=[O:6]. The catalyst class is: 98. (2) Reactant: Br[C:2]1[C:3]([N:17]2[CH:21]=[CH:20][C:19]([C:22]([F:25])([F:24])[F:23])=[N:18]2)=[N:4][C:5]([NH:8][C:9]2[CH:14]=[CH:13][C:12]([F:15])=[C:11]([Cl:16])[CH:10]=2)=[N:6][CH:7]=1.[Br-].[CH3:27][O:28][C:29]1[N:34]=[C:33]([Zn+])[CH:32]=[CH:31][CH:30]=1. Product: [Cl:16][C:11]1[CH:10]=[C:9]([NH:8][C:5]2[N:4]=[C:3]([N:17]3[CH:21]=[CH:20][C:19]([C:22]([F:25])([F:24])[F:23])=[N:18]3)[C:2]([C:33]3[CH:32]=[CH:31][CH:30]=[C:29]([O:28][CH3:27])[N:34]=3)=[CH:7][N:6]=2)[CH:14]=[CH:13][C:12]=1[F:15]. The catalyst class is: 176. (3) Reactant: [CH3:1][C:2]#[N:3].[Li]CCCC.CO[C:11](=[O:26])[CH2:12][CH:13]1[CH2:18][CH2:17][N:16]([C:19]([O:21][C:22]([CH3:25])([CH3:24])[CH3:23])=[O:20])[CH2:15][CH2:14]1.Cl. Product: [C:22]([O:21][C:19]([N:16]1[CH2:15][CH2:14][CH:13]([CH2:12][C:11](=[O:26])[CH2:1][C:2]#[N:3])[CH2:18][CH2:17]1)=[O:20])([CH3:23])([CH3:24])[CH3:25]. The catalyst class is: 1.